Dataset: Full USPTO retrosynthesis dataset with 1.9M reactions from patents (1976-2016). Task: Predict the reactants needed to synthesize the given product. (1) Given the product [CH:1]1([N:5]2[C:9]3[N:10]=[C:11]([CH:19]4[CH2:20][CH2:21]4)[CH:12]=[C:13]([C:14]([OH:16])=[O:15])[C:8]=3[C:7]([CH3:22])=[N:6]2)[CH2:4][CH2:3][CH2:2]1, predict the reactants needed to synthesize it. The reactants are: [CH:1]1([N:5]2[C:9]3[N:10]=[C:11]([CH:19]4[CH2:21][CH2:20]4)[CH:12]=[C:13]([C:14]([O:16]CC)=[O:15])[C:8]=3[C:7]([CH3:22])=[N:6]2)[CH2:4][CH2:3][CH2:2]1.[OH-].[Na+]. (2) Given the product [F:31][C:28]1[N:29]=[CH:30][C:25]([CH:23]([N:4]2[CH2:5][CH2:6][N:1]([C:7]([O:9][C:10]([CH3:13])([CH3:12])[CH3:11])=[O:8])[CH2:2][CH2:3]2)[CH3:24])=[CH:26][CH:27]=1, predict the reactants needed to synthesize it. The reactants are: [N:1]1([C:7]([O:9][C:10]([CH3:13])([CH3:12])[CH3:11])=[O:8])[CH2:6][CH2:5][NH:4][CH2:3][CH2:2]1.[I-].[K+].C(=O)([O-])[O-].[K+].[K+].Br[CH:23]([C:25]1[CH:26]=[CH:27][C:28]([F:31])=[N:29][CH:30]=1)[CH3:24]. (3) Given the product [Br:12][C:2]1[C:11]2[CH2:10][CH2:9][CH2:8][CH2:7][C:6]=2[N:5]=[CH:4][CH:3]=1, predict the reactants needed to synthesize it. The reactants are: N[C:2]1[C:11]2[CH2:10][CH2:9][CH2:8][CH2:7][C:6]=2[N:5]=[CH:4][CH:3]=1.[Br:12]Br.N([O-])=O.[Na+].[OH-].[Na+]. (4) Given the product [F:1][C:2]1[CH:30]=[CH:29][C:5]2[N:6]([CH:10]3[CH2:15][CH2:14][N:13]([C:16]4([CH3:28])[CH2:20][CH2:19][N:18]([C:21]([O:23][CH2:35][C:34]#[CH:33])=[O:22])[CH2:17]4)[CH2:12][CH2:11]3)[C:7](=[O:9])[NH:8][C:4]=2[CH:3]=1, predict the reactants needed to synthesize it. The reactants are: [F:1][C:2]1[CH:30]=[CH:29][C:5]2[N:6]([CH:10]3[CH2:15][CH2:14][N:13]([C:16]4([CH3:28])[CH2:20][CH2:19][N:18]([C:21]([O:23]C(C)(C)C)=[O:22])[CH2:17]4)[CH2:12][CH2:11]3)[C:7](=[O:9])[NH:8][C:4]=2[CH:3]=1.C(Cl)(=O)O[CH2:33][C:34]#[CH:35]. (5) Given the product [OH:5][CH:4]([CH2:3][CH:2]([CH3:6])[CH3:1])[CH2:7][C:8](=[O:9])[CH3:10], predict the reactants needed to synthesize it. The reactants are: [CH3:1][CH:2]([CH3:6])[CH2:3][CH:4]=[O:5].[CH3:7][C:8]([CH3:10])=[O:9]. (6) Given the product [CH2:1]([C:3]1[N:8]=[C:7]([C:9]2[N:14]=[CH:13][C:12]3[CH:15]=[N:16][N:17]([C:18]4[N:19]=[C:20]([N:25]5[CH2:30][CH2:29][CH2:28][C@H:27]([NH:31][C:32](=[O:38])[O:33][C:34]([CH3:36])([CH3:35])[CH3:37])[CH2:26]5)[CH:21]=[CH:22][CH:23]=4)[C:11]=3[CH:10]=2)[CH:6]=[N:5][CH:4]=1)[CH3:2], predict the reactants needed to synthesize it. The reactants are: [CH2:1]([C:3]1[N:8]=[C:7]([C:9]2[N:14]=[CH:13][C:12]3[CH:15]=[N:16][N:17]([C:18]4[CH:23]=[CH:22][CH:21]=[C:20](F)[N:19]=4)[C:11]=3[CH:10]=2)[CH:6]=[N:5][CH:4]=1)[CH3:2].[NH:25]1[CH2:30][CH2:29][CH2:28][C@H:27]([NH:31][C:32](=[O:38])[O:33][C:34]([CH3:37])([CH3:36])[CH3:35])[CH2:26]1. (7) The reactants are: Cl.Cl[C:3]1[N:8]2[N:9]=[C:10]([CH:12]3[CH2:17][CH2:16][N:15]([CH:18]([CH3:20])[CH3:19])[CH2:14][CH2:13]3)[N:11]=[C:7]2[CH:6]=[C:5]([C:21]2[CH:26]=[CH:25][C:24]([F:27])=[CH:23][C:22]=2[F:28])[N:4]=1.Cl.[NH:30]1[CH2:35][CH2:34][CH2:33][CH:32]([NH:36][C:37]2[N:42]=[CH:41][C:40]([C:43]#[N:44])=[CH:39][CH:38]=2)[CH2:31]1.C(N(CC)C(C)C)(C)C. Given the product [F:28][C:22]1[CH:23]=[C:24]([F:27])[CH:25]=[CH:26][C:21]=1[C:5]1[N:4]=[C:3]([N:30]2[CH2:35][CH2:34][CH2:33][CH:32]([NH:36][C:37]3[N:42]=[CH:41][C:40]([C:43]#[N:44])=[CH:39][CH:38]=3)[CH2:31]2)[N:8]2[N:9]=[C:10]([CH:12]3[CH2:17][CH2:16][N:15]([CH:18]([CH3:20])[CH3:19])[CH2:14][CH2:13]3)[N:11]=[C:7]2[CH:6]=1, predict the reactants needed to synthesize it. (8) The reactants are: C(OC([N:8]1[CH2:39][CH2:38][C:11]2([CH2:15][N:14]([C:16](=[O:37])[C:17]3[CH:22]=[CH:21][C:20]([C:23]4[O:24][C:25]5[C:31]([CH:32]([CH3:34])[CH3:33])=[CH:30][C:29]([C:35]#[N:36])=[CH:28][C:26]=5[N:27]=4)=[CH:19][CH:18]=3)[CH2:13][CH2:12]2)[CH2:10][CH2:9]1)=O)(C)(C)C.FC(F)(F)C(O)=O. Given the product [CH2:15]1[C:11]2([CH2:38][CH2:39][NH:8][CH2:9][CH2:10]2)[CH2:12][CH2:13][N:14]1[C:16]([C:17]1[CH:18]=[CH:19][C:20]([C:23]2[O:24][C:25]3[C:31]([CH:32]([CH3:34])[CH3:33])=[CH:30][C:29]([C:35]#[N:36])=[CH:28][C:26]=3[N:27]=2)=[CH:21][CH:22]=1)=[O:37], predict the reactants needed to synthesize it. (9) Given the product [O:24]=[S:16]1(=[O:25])[C:17]2[CH:23]=[CH:22][CH:21]=[CH:20][C:18]=2[CH2:19][N:13]([C:4]2[CH:3]=[C:2]([N:26]3[CH2:30][C@H:29]([OH:31])[C@@H:28]([OH:32])[CH2:27]3)[C:11]3[C:6](=[CH:7][CH:8]=[C:9]([CH3:12])[CH:10]=3)[N:5]=2)[CH2:14][CH2:15]1, predict the reactants needed to synthesize it. The reactants are: Cl[C:2]1[C:11]2[C:6](=[CH:7][CH:8]=[C:9]([CH3:12])[CH:10]=2)[N:5]=[C:4]([N:13]2[CH2:19][C:18]3[CH:20]=[CH:21][CH:22]=[CH:23][C:17]=3[S:16](=[O:25])(=[O:24])[CH2:15][CH2:14]2)[CH:3]=1.[NH:26]1[CH2:30][C@H:29]([OH:31])[C@@H:28]([OH:32])[CH2:27]1. (10) Given the product [F:64][C:62]1[CH:61]=[CH:60][C:59]([C:65]([F:67])([F:66])[F:68])=[C:58]([CH:63]=1)[C:57]([N:54]1[CH2:55][CH2:56][N:51]([C:49](=[O:50])[CH2:48][NH:47][C:22]([C:19]2[CH:18]=[C:17]([C:12]3[CH:13]=[CH:14][CH:15]=[CH:16][C:11]=3[F:10])[NH:21][N:20]=2)=[O:24])[CH2:52][CH2:53]1)=[O:69], predict the reactants needed to synthesize it. The reactants are: CCN(C(C)C)C(C)C.[F:10][C:11]1[CH:16]=[CH:15][CH:14]=[CH:13][C:12]=1[C:17]1[NH:21][N:20]=[C:19]([C:22]([OH:24])=O)[CH:18]=1.C1C=CC2N(O)N=NC=2C=1.CCN=C=NCCCN(C)C.Cl.[NH2:47][CH2:48][C:49]([N:51]1[CH2:56][CH2:55][N:54]([C:57](=[O:69])[C:58]2[CH:63]=[C:62]([F:64])[CH:61]=[CH:60][C:59]=2[C:65]([F:68])([F:67])[F:66])[CH2:53][CH2:52]1)=[O:50].